From a dataset of Catalyst prediction with 721,799 reactions and 888 catalyst types from USPTO. Predict which catalyst facilitates the given reaction. (1) Reactant: [OH-].[K+].[CH:3]1([O:8][C:9]2[C:14]([O:15][CH3:16])=[CH:13][N:12]=[C:11]([C:17]([O:19]C)=[O:18])[CH:10]=2)[CH2:7][CH2:6][CH2:5][CH2:4]1. Product: [CH:3]1([O:8][C:9]2[C:14]([O:15][CH3:16])=[CH:13][N:12]=[C:11]([C:17]([OH:19])=[O:18])[CH:10]=2)[CH2:4][CH2:5][CH2:6][CH2:7]1. The catalyst class is: 72. (2) Reactant: [C:1]([O:5][C:6]([N:8]1[CH2:12][CH2:11][CH2:10][CH:9]1[CH:13]=[O:14])=[O:7])([CH3:4])([CH3:3])[CH3:2].[C:15]1([CH:21]([Mg]Br)[CH2:22][CH2:23][CH2:24][CH2:25][C:26]2[CH:31]=[CH:30][CH:29]=[CH:28][CH:27]=2)[CH:20]=[CH:19][CH:18]=[CH:17][CH:16]=1.Cl. Product: [C:1]([O:5][C:6]([N:8]1[CH2:12][CH2:11][CH2:10][CH:9]1[CH:13]([OH:14])[CH:23]([CH2:22][CH2:21][C:15]1[CH:16]=[CH:17][CH:18]=[CH:19][CH:20]=1)[CH2:24][CH2:25][C:26]1[CH:31]=[CH:30][CH:29]=[CH:28][CH:27]=1)=[O:7])([CH3:4])([CH3:3])[CH3:2]. The catalyst class is: 1.